Dataset: HIV replication inhibition screening data with 41,000+ compounds from the AIDS Antiviral Screen. Task: Binary Classification. Given a drug SMILES string, predict its activity (active/inactive) in a high-throughput screening assay against a specified biological target. The compound is C=CCC1(C)CCCCCCCCCC(C)(CC=C)C1=O. The result is 0 (inactive).